From a dataset of Reaction yield outcomes from USPTO patents with 853,638 reactions. Predict the reaction yield, written as a fraction of the theoretical maximum amount of product (1.0 means a 100% yield; for example, 0.34 means a 34% yield). (1) The product is [S:3]1[CH:4]=[CH:5][N:6]=[C:2]1[NH:7][C:8]1[CH:9]=[C:10]([OH:14])[CH:11]=[CH:12][CH:13]=1. The reactants are Br[C:2]1[S:3][CH:4]=[CH:5][N:6]=1.[NH2:7][C:8]1[CH:9]=[C:10]([OH:14])[CH:11]=[CH:12][CH:13]=1.Cl. The yield is 0.800. The catalyst is CCO. (2) The reactants are [CH2:1]([O:3][C:4]1[N:8]([CH2:9][C:10]2[CH:15]=[CH:14][C:13]([C:16]3[CH:21]=[CH:20][CH:19]=[CH:18][C:17]=3[C:22]3[NH:26][C:25](=[O:27])[O:24][N:23]=3)=[CH:12][CH:11]=2)[C:7]2[C:28]([C:32]([O-:34])=[O:33])=[CH:29][CH:30]=[CH:31][C:6]=2[N:5]=1)[CH3:2].[Na+].[Na+].[CH2:1]([O:3][C:4]1[N:8]([CH2:9][C:10]2[CH:11]=[CH:12][C:13]([C:16]3[CH:21]=[CH:20][CH:19]=[CH:18][C:17]=3[C:22]3[NH:26][C:25](=[O:27])[O:24][N:23]=3)=[CH:14][CH:15]=2)[C:7]2[C:28]([C:32]([O-:34])=[O:33])=[CH:29][CH:30]=[CH:31][C:6]=2[N:5]=1)[CH3:2].Cl[CH2:72][C:73]1[O:74][C:75](=[O:79])[O:76][C:77]=1[CH3:78]. The catalyst is CN(C=O)C. The product is [CH2:1]([O:3][C:4]1[N:8]([CH2:9][C:10]2[CH:11]=[CH:12][C:13]([C:16]3[CH:21]=[CH:20][CH:19]=[CH:18][C:17]=3[C:22]3[NH:26][C:25](=[O:27])[O:24][N:23]=3)=[CH:14][CH:15]=2)[C:7]2[C:28]([C:32]([O:34][CH2:72][C:73]3[O:74][C:75](=[O:79])[O:76][C:77]=3[CH3:78])=[O:33])=[CH:29][CH:30]=[CH:31][C:6]=2[N:5]=1)[CH3:2]. The yield is 0.140. (3) The reactants are [C:1]([O:5][C:6](=[O:22])[NH:7][C@H:8]([C:19](=O)[NH2:20])[CH2:9][C:10]1[CH:15]=[CH:14][C:13]([N+:16]([O-:18])=[O:17])=[CH:12][CH:11]=1)([CH3:4])([CH3:3])[CH3:2].COC1C=CC(P2(SP(C3C=CC(OC)=CC=3)(=S)S2)=[S:32])=CC=1. The catalyst is C1COCC1. The product is [C:1]([O:5][C:6](=[O:22])[NH:7][C@H:8]([C:19](=[S:32])[NH2:20])[CH2:9][C:10]1[CH:15]=[CH:14][C:13]([N+:16]([O-:18])=[O:17])=[CH:12][CH:11]=1)([CH3:4])([CH3:3])[CH3:2]. The yield is 0.830.